From a dataset of Reaction yield outcomes from USPTO patents with 853,638 reactions. Predict the reaction yield, written as a fraction of the theoretical maximum amount of product (1.0 means a 100% yield; for example, 0.34 means a 34% yield). The reactants are [F:1][C:2]([F:27])([F:26])[CH2:3][N:4]1[C:8]2[N:9]=[C:10]([C:19]3[CH:25]=[CH:24][C:22]([NH2:23])=[CH:21][CH:20]=3)[N:11]=[C:12]([N:13]3[CH2:18][CH2:17][O:16][CH2:15][CH2:14]3)[C:7]=2[CH:6]=[CH:5]1.ClC(Cl)(O[C:32](=[O:38])[O:33][C:34](Cl)(Cl)Cl)Cl.C(O)[CH2:41][OH:42]. No catalyst specified. The product is [OH:42][CH2:41][CH2:34][O:33][C:32](=[O:38])[NH:23][C:22]1[CH:24]=[CH:25][C:19]([C:10]2[N:11]=[C:12]([N:13]3[CH2:18][CH2:17][O:16][CH2:15][CH2:14]3)[C:7]3[CH:6]=[CH:5][N:4]([CH2:3][C:2]([F:26])([F:1])[F:27])[C:8]=3[N:9]=2)=[CH:20][CH:21]=1. The yield is 0.600.